From a dataset of Catalyst prediction with 721,799 reactions and 888 catalyst types from USPTO. Predict which catalyst facilitates the given reaction. (1) Reactant: [CH2:1]([C@H:8]1[N:13]([C:14]([C:16]2[N:17]=[CH:18][N:19]([C@H:27]3[CH2:32][CH2:31][CH2:30][CH2:29][C@H:28]3[O:33]C(=O)C3C=CC([N+]([O-])=O)=CC=3)[C:20]=2[C:21]2[CH:26]=[CH:25][CH:24]=[CH:23][CH:22]=2)=[O:15])[CH2:12][CH2:11][N:10]([C:45]([O:47][C:48]([CH3:51])([CH3:50])[CH3:49])=[O:46])[CH2:9]1)[C:2]1[CH:7]=[CH:6][CH:5]=[CH:4][CH:3]=1.[OH-].[Na+]. Product: [CH2:1]([C@H:8]1[N:13]([C:14]([C:16]2[N:17]=[CH:18][N:19]([C@H:27]3[CH2:32][CH2:31][CH2:30][CH2:29][C@H:28]3[OH:33])[C:20]=2[C:21]2[CH:26]=[CH:25][CH:24]=[CH:23][CH:22]=2)=[O:15])[CH2:12][CH2:11][N:10]([C:45]([O:47][C:48]([CH3:51])([CH3:50])[CH3:49])=[O:46])[CH2:9]1)[C:2]1[CH:3]=[CH:4][CH:5]=[CH:6][CH:7]=1. The catalyst class is: 92. (2) The catalyst class is: 19. Product: [CH2:1]([C:3]1[CH:4]=[N:5][N:6]([CH3:18])[C:7]=1[C:8]1[CH:9]=[C:10]([C:14]([O:16][CH3:17])=[O:15])[S:11][C:12]=1[CH3:13])[CH3:2]. Reactant: [CH:1]([C:3]1[CH:4]=[N:5][N:6]([CH3:18])[C:7]=1[C:8]1[CH:9]=[C:10]([C:14]([O:16][CH3:17])=[O:15])[S:11][C:12]=1[CH3:13])=[CH2:2]. (3) Reactant: [CH2:1]([N:8]1[CH2:13][CH2:12][N:11]([CH2:14][C:15]2[CH:20]=[CH:19][CH:18]=[CH:17][CH:16]=2)[CH2:10][CH:9]1[CH2:21]O)[C:2]1[CH:7]=[CH:6][CH:5]=[CH:4][CH:3]=1.CCN(S(F)(F)[F:29])CC.[OH-].[Na+]. Product: [CH2:1]([N:8]1[CH2:13][CH2:12][N:11]([CH2:14][C:15]2[CH:20]=[CH:19][CH:18]=[CH:17][CH:16]=2)[CH2:10][CH:9]1[CH2:21][F:29])[C:2]1[CH:7]=[CH:6][CH:5]=[CH:4][CH:3]=1. The catalyst class is: 2. (4) Reactant: [CH2:1]([O:8][C:9]1[CH:18]=[C:17]2[C:12]([C:13]([O:19][C:20]3[CH:26]=[CH:25][C:23]([NH2:24])=[C:22]([Cl:27])[CH:21]=3)=[N:14][CH:15]=[N:16]2)=[CH:11][C:10]=1[O:28][CH3:29])[C:2]1[CH:7]=[CH:6][CH:5]=[CH:4][CH:3]=1.C(N(CC)CC)C.ClC(Cl)(O[C:41](=[O:47])OC(Cl)(Cl)Cl)Cl.[CH2:49]([NH2:52])[CH2:50][CH3:51]. Product: [CH2:1]([O:8][C:9]1[CH:18]=[C:17]2[C:12]([C:13]([O:19][C:20]3[CH:26]=[CH:25][C:23]([NH:24][C:41]([NH:52][CH2:49][CH2:50][CH3:51])=[O:47])=[C:22]([Cl:27])[CH:21]=3)=[N:14][CH:15]=[N:16]2)=[CH:11][C:10]=1[O:28][CH3:29])[C:2]1[CH:7]=[CH:6][CH:5]=[CH:4][CH:3]=1. The catalyst class is: 22. (5) Reactant: [ClH:1].[OH:2][CH:3]([CH2:17][O:18][C:19]1[C:28]2[C:23](=[CH:24][CH:25]=[CH:26][CH:27]=2)[CH:22]=[CH:21][CH:20]=1)[CH2:4][NH:5][C:6]([CH3:16])([CH3:15])[CH2:7][C:8]1[CH:13]=[CH:12][C:11](F)=[CH:10][CH:9]=1.Cl.[OH:30][CH:31](COC1C=CC=CC=1)CNC(C)(C)CC1C=CC(OC)=CC=1.Cl. Product: [ClH:1].[OH:2][CH:3]([CH2:17][O:18][C:19]1[CH:28]=[CH:27][C:26]2[C:21](=[CH:22][CH:23]=[CH:24][CH:25]=2)[CH:20]=1)[CH2:4][NH:5][C:6]([CH3:15])([CH3:16])[CH2:7][C:8]1[CH:9]=[CH:10][C:11]([O:30][CH3:31])=[CH:12][CH:13]=1. The catalyst class is: 27. (6) Reactant: CC1C=CC(S(O[CH2:12][CH2:13][O:14][CH:15]2[CH2:24][CH2:23][C:22]3[C:17](=[CH:18][CH:19]=[C:20]([C@H:25]4[CH2:34][CH2:33][C@@:27]5([NH:31][C:30](=[O:32])[O:29][CH2:28]5)[CH2:26]4)[CH:21]=3)[CH2:16]2)(=O)=O)=CC=1.[CH2:35]([OH:38])[CH:36]=[CH2:37].CC([O-])(C)C.[K+]. Product: [CH2:35]([O:38][CH2:12][CH2:13][O:14][CH:15]1[CH2:24][CH2:23][C:22]2[CH:21]=[C:20]([C@H:25]3[CH2:34][CH2:33][C@@:27]4([NH:31][C:30](=[O:32])[O:29][CH2:28]4)[CH2:26]3)[CH:19]=[CH:18][C:17]=2[CH2:16]1)[CH:36]=[CH2:37]. The catalyst class is: 1. (7) Reactant: [O:1]1[CH2:6][CH2:5][CH:4]=[C:3]([C:7]2[N:12]=[C:11]([F:13])[C:10]3[O:14][C:15]4[C:20]([C@@:21]5([CH2:26][CH2:25][O:24][C:23]([NH2:27])=[N:22]5)[C:9]=3[CH:8]=2)=[CH:19][C:18]([NH2:28])=[CH:17][CH:16]=4)[CH2:2]1.[Cl:29][C:30]1[CH:31]=[CH:32][C:33]([C:36](O)=[O:37])=[N:34][CH:35]=1.CCN(C(C)C)C(C)C. Product: [NH2:27][C:23]1[O:24][CH2:25][CH2:26][C@:21]2([C:9]3[CH:8]=[C:7]([C:3]4[CH2:2][O:1][CH2:6][CH2:5][CH:4]=4)[N:12]=[C:11]([F:13])[C:10]=3[O:14][C:15]3[C:20]2=[CH:19][C:18]([NH:28][C:36](=[O:37])[C:33]2[CH:32]=[CH:31][C:30]([Cl:29])=[CH:35][N:34]=2)=[CH:17][CH:16]=3)[N:22]=1. The catalyst class is: 3. (8) Reactant: [Br:1][C:2]1[CH:3]=[C:4]2[C:9](=[CH:10][CH:11]=1)[O:8][CH:7]([C:12]1[CH:17]=[CH:16][N:15]=[CH:14][CH:13]=1)[CH2:6][C:5]2=O.C[Si]([N:23]=[C:24]=[N:25][Si](C)(C)C)(C)C. Product: [Br:1][C:2]1[CH:3]=[C:4]2[C:9](=[CH:10][CH:11]=1)[O:8][CH:7]([C:12]1[CH:17]=[CH:16][N:15]=[CH:14][CH:13]=1)[CH2:6]/[C:5]/2=[N:25]\[C:24]#[N:23]. The catalyst class is: 388. (9) Product: [Cl:17][C:2]1[C:10]2[C:9]3[CH:11]=[CH:12][CH:13]=[CH:14][C:8]=3[S:7][C:6]=2[C:5]([OH:15])=[CH:4][CH:3]=1. Reactant: Br[C:2]1[C:10]2[C:9]3[CH:11]=[CH:12][CH:13]=[CH:14][C:8]=3[S:7][C:6]=2[C:5]([O:15]C)=[CH:4][CH:3]=1.[ClH:17].N1C=CC=CC=1. The catalyst class is: 6. (10) Reactant: [Br:1][C:2]1[CH:7]=[CH:6][C:5]([NH:8][C:9]2[N:14]=[CH:13][CH:12]=[CH:11][N:10]=2)=[CH:4][CH:3]=1.[H-].[Na+].[CH3:17][O:18][C:19]1[CH:26]=[CH:25][C:22]([CH2:23]Cl)=[CH:21][CH:20]=1. Product: [Br:1][C:2]1[CH:3]=[CH:4][C:5]([N:8]([CH2:23][C:22]2[CH:25]=[CH:26][C:19]([O:18][CH3:17])=[CH:20][CH:21]=2)[C:9]2[N:10]=[CH:11][CH:12]=[CH:13][N:14]=2)=[CH:6][CH:7]=1. The catalyst class is: 163.